This data is from Reaction yield outcomes from USPTO patents with 853,638 reactions. The task is: Predict the reaction yield, written as a fraction of the theoretical maximum amount of product (1.0 means a 100% yield; for example, 0.34 means a 34% yield). (1) The reactants are [Cl:1][CH2:2][CH2:3][N:4]([CH2:14][CH2:15]Cl)[CH2:5][CH2:6][O:7][C:8]1[CH:13]=[CH:12][CH:11]=[CH:10][CH:9]=1.[CH3:17][O:18][C:19]1[CH:20]=[C:21]([CH2:27][CH2:28][NH2:29])[CH:22]=[CH:23][C:24]=1[O:25][CH3:26].C(=O)([O-])[O-].[K+].[K+].[I-].[Na+]. The catalyst is CN(C=O)C. The product is [ClH:1].[ClH:1].[CH3:17][O:18][C:19]1[CH:20]=[C:21]([CH:22]=[CH:23][C:24]=1[O:25][CH3:26])[CH2:27][CH2:28][N:29]1[CH2:15][CH2:14][N:4]([CH2:5][CH2:6][O:7][C:8]2[CH:13]=[CH:12][CH:11]=[CH:10][CH:9]=2)[CH2:3][CH2:2]1. The yield is 0.230. (2) The reactants are [NH2:1][C:2]1[N:7]=[CH:6][N:5]=[C:4]2[N:8]([CH:32]3[CH2:37][CH2:36][NH:35][CH2:34][CH2:33]3)[N:9]=[C:10]([C:11]3[CH:16]=[CH:15][C:14]([NH:17][C:18]([C:20]4[N:21]([CH3:29])[C:22]5[C:27]([CH:28]=4)=[CH:26][CH:25]=[CH:24][CH:23]=5)=[O:19])=[C:13]([O:30][CH3:31])[CH:12]=3)[C:3]=12.Br[CH2:39][CH:40]([F:42])[F:41].C(=O)([O-])[O-].[K+].[K+].[I-].[Na+]. The catalyst is CN(C=O)C. The product is [NH2:1][C:2]1[N:7]=[CH:6][N:5]=[C:4]2[N:8]([CH:32]3[CH2:37][CH2:36][N:35]([CH2:39][CH:40]([F:42])[F:41])[CH2:34][CH2:33]3)[N:9]=[C:10]([C:11]3[CH:16]=[CH:15][C:14]([NH:17][C:18]([C:20]4[N:21]([CH3:29])[C:22]5[C:27]([CH:28]=4)=[CH:26][CH:25]=[CH:24][CH:23]=5)=[O:19])=[C:13]([O:30][CH3:31])[CH:12]=3)[C:3]=12. The yield is 0.810. (3) The reactants are [Cl:1][C:2]1[C:3]([C:15]2[S:16][C:17]([C:20]3[N:21]=[C:22]4[C:27]([Cl:28])=[CH:26][C:25]([C:29]([F:32])([F:31])[F:30])=[CH:24][N:23]4[CH:33]=3)=[N:18][N:19]=2)=[CH:4][C:5]([F:14])=[C:6]([CH:13]=1)[O:7][CH2:8][CH:9]([OH:12])[CH2:10]O.CC[N:36](C(C)C)C(C)C.CS(Cl)(=O)=O. The catalyst is C1COCC1. The product is [NH2:36][CH2:10][CH:9]([OH:12])[CH2:8][O:7][C:6]1[CH:13]=[C:2]([Cl:1])[C:3]([C:15]2[S:16][C:17]([C:20]3[N:21]=[C:22]4[C:27]([Cl:28])=[CH:26][C:25]([C:29]([F:31])([F:30])[F:32])=[CH:24][N:23]4[CH:33]=3)=[N:18][N:19]=2)=[CH:4][C:5]=1[F:14]. The yield is 0.0490.